This data is from Reaction yield outcomes from USPTO patents with 853,638 reactions. The task is: Predict the reaction yield, written as a fraction of the theoretical maximum amount of product (1.0 means a 100% yield; for example, 0.34 means a 34% yield). (1) The reactants are C(O[C:6](=O)[N:7]([CH:9]1[CH2:14][CH2:13][CH:12]([C:15]([N:17]2[CH2:21][CH:20]([C:22]3[CH:27]=[CH:26][C:25]([Cl:28])=[C:24]([Cl:29])[CH:23]=3)[CH:19]([CH:30]([O:32][C:33]3[CH:38]=[CH:37][C:36]([C:39]#[N:40])=[CH:35][N:34]=3)[CH3:31])[CH2:18]2)=[O:16])[CH2:11][CH2:10]1)C)(C)(C)C.C(O)(C(F)(F)F)=O.C([O-])(O)=O.[Na+]. The catalyst is C(Cl)Cl. The product is [Cl:29][C:24]1[CH:23]=[C:22]([CH:20]2[CH2:21][N:17]([C:15]([CH:12]3[CH2:13][CH2:14][CH:9]([NH:7][CH3:6])[CH2:10][CH2:11]3)=[O:16])[CH2:18][CH:19]2[CH:30]([O:32][C:33]2[CH:38]=[CH:37][C:36]([C:39]#[N:40])=[CH:35][N:34]=2)[CH3:31])[CH:27]=[CH:26][C:25]=1[Cl:28]. The yield is 0.980. (2) The reactants are [C:1]1([CH3:11])[CH:6]=CC(S(Cl)(=O)=O)=C[CH:2]=1.[Br:12][C:13]1[CH:14]=[CH:15][C:16]([C:19]([OH:21])=[O:20])=[N:17][CH:18]=1.N1C=CC=CC=1.C(=O)([O-])O.[Na+]. The catalyst is C(O)(C)(C)C.C(OCC)C. The product is [C:1]([O:20][C:19]([C:16]1[CH:15]=[CH:14][C:13]([Br:12])=[CH:18][N:17]=1)=[O:21])([CH3:11])([CH3:6])[CH3:2]. The yield is 0.730. (3) The reactants are [Br:1][C:2]1[CH:9]=[CH:8][C:5]([CH:6]=O)=[C:4]([C:10]([F:13])([F:12])[F:11])[CH:3]=1.[BH4-].[Na+].C(Br)(Br)(Br)[Br:17].C1(P(C2C=CC=CC=2)C2C=CC=CC=2)C=CC=CC=1. The catalyst is C(OCC)(=O)C.CO. The product is [Br:1][C:2]1[CH:9]=[CH:8][C:5]([CH2:6][Br:17])=[C:4]([C:10]([F:13])([F:12])[F:11])[CH:3]=1. The yield is 0.740. (4) The reactants are C([O:3][C:4](=[O:24])[CH2:5][S:6][CH:7]1[C:15]2[C:10](=[CH:11][CH:12]=[CH:13][CH:14]=2)[C:9](=[O:16])[N:8]1[CH2:17][C:18]1[CH:23]=[CH:22][CH:21]=[CH:20][CH:19]=1)C.C(=O)([O-])[O-].[K+].[K+].Cl. The catalyst is CO.O. The product is [CH2:17]([N:8]1[C:9](=[O:16])[C:10]2[C:15](=[CH:14][CH:13]=[CH:12][CH:11]=2)[CH:7]1[S:6][CH2:5][C:4]([OH:24])=[O:3])[C:18]1[CH:19]=[CH:20][CH:21]=[CH:22][CH:23]=1. The yield is 0.410.